This data is from Forward reaction prediction with 1.9M reactions from USPTO patents (1976-2016). The task is: Predict the product of the given reaction. (1) Given the reactants C(O)(=O)C(O)=O.[NH2:7][CH:8]([CH:21]([F:23])[F:22])[CH2:9][NH:10][C:11](=[O:20])[O:12][CH2:13][C:14]1[CH:19]=[CH:18][CH:17]=[CH:16][CH:15]=1.C(N(CC)CC)C.[C:31](O[C:31]([O:33][C:34]([CH3:37])([CH3:36])[CH3:35])=[O:32])([O:33][C:34]([CH3:37])([CH3:36])[CH3:35])=[O:32], predict the reaction product. The product is: [F:23][CH:21]([F:22])[CH:8]([NH:7][C:31](=[O:32])[O:33][C:34]([CH3:37])([CH3:36])[CH3:35])[CH2:9][NH:10][C:11](=[O:20])[O:12][CH2:13][C:14]1[CH:15]=[CH:16][CH:17]=[CH:18][CH:19]=1. (2) Given the reactants [NH2:1][C:2]1[C:10]([C:11]2[S:12][C:13]3[CH:19]=[CH:18][C:17]([NH:20][C:21]([NH:23][C:24]4[CH:29]=[CH:28][CH:27]=[C:26]([CH3:30])[CH:25]=4)=[O:22])=[CH:16][C:14]=3[CH:15]=2)=[CH:9][C:5]([C:6](O)=[O:7])=[CH:4][N:3]=1.[CH3:31][S@:32]([CH2:35][CH2:36][CH2:37][CH2:38][C:39]([O:41][CH3:42])=[O:40])(=[NH:34])=[O:33].C(N(C(C)C)CC)(C)C.F[P-](F)(F)(F)(F)F.N1(O[P+](N(C)C)(N(C)C)N(C)C)C2C=CC=CC=2N=N1, predict the reaction product. The product is: [NH2:1][C:2]1[N:3]=[CH:4][C:5]([C:6]([N:34]=[S:32]([CH2:35][CH2:36][CH2:37][CH2:38][C:39]([O:41][CH3:42])=[O:40])([CH3:31])=[O:33])=[O:7])=[CH:9][C:10]=1[C:11]1[S:12][C:13]2[CH:19]=[CH:18][C:17]([NH:20][C:21]([NH:23][C:24]3[CH:29]=[CH:28][CH:27]=[C:26]([CH3:30])[CH:25]=3)=[O:22])=[CH:16][C:14]=2[CH:15]=1. (3) Given the reactants C([O:8][C:9]1[C:23]([O:24][C:25]2[CH:30]=[CH:29][CH:28]=[CH:27][C:26]=2[F:31])=[CH:22][C:12]2[NH:13][C:14]([C:16]3[CH:21]=[N:20][CH:19]=[CH:18][N:17]=3)=[N:15][C:11]=2[CH:10]=1)C1C=CC=CC=1.[H][H], predict the reaction product. The product is: [F:31][C:26]1[CH:27]=[CH:28][CH:29]=[CH:30][C:25]=1[O:24][C:23]1[C:9]([OH:8])=[CH:10][C:11]2[NH:15][C:14]([C:16]3[CH:21]=[N:20][CH:19]=[CH:18][N:17]=3)=[N:13][C:12]=2[CH:22]=1.